From a dataset of Forward reaction prediction with 1.9M reactions from USPTO patents (1976-2016). Predict the product of the given reaction. (1) Given the reactants Br[CH2:2][CH:3]=[CH2:4].[N:5]1([C:12]2[CH:22]=[CH:21][C:15]([C:16]([O:18][CH2:19][CH3:20])=[O:17])=[CH:14][CH:13]=2)[CH2:11][CH2:10][CH2:9][NH:8][CH2:7][CH2:6]1.CCN(C(C)C)C(C)C, predict the reaction product. The product is: [CH2:2]([N:8]1[CH2:9][CH2:10][CH2:11][N:5]([C:12]2[CH:13]=[CH:14][C:15]([C:16]([O:18][CH2:19][CH3:20])=[O:17])=[CH:21][CH:22]=2)[CH2:6][CH2:7]1)[CH:3]=[CH2:4]. (2) Given the reactants C(O)C.[Na].[CH2:5]([CH:8]([C:14]([O:16][CH2:17][CH3:18])=[O:15])[C:9]([O:11][CH2:12][CH3:13])=[O:10])[CH:6]=[CH2:7].[CH2:19](Cl)/[CH:20]=[CH:21]/[CH3:22], predict the reaction product. The product is: [CH2:5]([C:8]([CH2:19]/[CH:20]=[CH:21]/[CH3:22])([C:14]([O:16][CH2:17][CH3:18])=[O:15])[C:9]([O:11][CH2:12][CH3:13])=[O:10])[CH:6]=[CH2:7].